Dataset: Forward reaction prediction with 1.9M reactions from USPTO patents (1976-2016). Task: Predict the product of the given reaction. (1) Given the reactants C(OC[O:5][C:6]1[CH:13]=[C:12]([C:14]([F:17])([F:16])[F:15])[CH:11]=[CH:10][C:7]=1[CH:8]=[O:9])C.CC(C)=O.Cl, predict the reaction product. The product is: [OH:5][C:6]1[CH:13]=[C:12]([C:14]([F:15])([F:16])[F:17])[CH:11]=[CH:10][C:7]=1[CH:8]=[O:9]. (2) Given the reactants Br[C:2]1[CH:10]=[C:9]([CH:11]([O:13][CH2:14][C:15]2([C:28]3[CH:33]=[CH:32][C:31]([F:34])=[CH:30][CH:29]=3)[CH2:20][CH2:19][N:18]([C:21]([O:23][C:24]([CH3:27])([CH3:26])[CH3:25])=[O:22])[CH2:17][CH2:16]2)[CH3:12])[C:8]2[C:4](=[CH:5][N:6]([CH2:35][O:36][CH2:37][CH2:38][Si:39]([CH3:42])([CH3:41])[CH3:40])[N:7]=2)[CH:3]=1.[CH3:43][N:44]([Sn](CCCC)(CCCC)CCCC)[CH3:45], predict the reaction product. The product is: [CH3:43][N:44]([CH3:45])[C:2]1[CH:10]=[C:9]([CH:11]([O:13][CH2:14][C:15]2([C:28]3[CH:33]=[CH:32][C:31]([F:34])=[CH:30][CH:29]=3)[CH2:20][CH2:19][N:18]([C:21]([O:23][C:24]([CH3:27])([CH3:26])[CH3:25])=[O:22])[CH2:17][CH2:16]2)[CH3:12])[C:8]2[C:4](=[CH:5][N:6]([CH2:35][O:36][CH2:37][CH2:38][Si:39]([CH3:42])([CH3:41])[CH3:40])[N:7]=2)[CH:3]=1. (3) Given the reactants [S:1]1[CH:5]=[CH:4][CH:3]=[C:2]1[C:6](=[S:8])[NH2:7].C(N(C(C)C)C(C)C)C.Br.[C:19]([N:22]1[CH2:27][CH2:26][C:25](=O)[CH:24](Br)[CH2:23]1)(=[O:21])[CH3:20], predict the reaction product. The product is: [S:1]1[CH:5]=[CH:4][CH:3]=[C:2]1[C:6]1[S:8][C:24]2[CH2:23][N:22]([C:19](=[O:21])[CH3:20])[CH2:27][CH2:26][C:25]=2[N:7]=1. (4) The product is: [CH3:26][S:23]([C:20]1[CH:19]=[CH:18][C:17]([CH2:16][N:33]=[C:30]=[O:32])=[CH:22][CH:21]=1)(=[O:24])=[O:25]. Given the reactants C1(CN2CCC(N(CC)C(=O)[CH2:16][C:17]3[CH:22]=[CH:21][C:20]([S:23]([CH3:26])(=[O:25])=[O:24])=[CH:19][CH:18]=3)CC2)C=CC=CC=1.[CH:30]([O-:32])=O.[NH4+:33], predict the reaction product. (5) Given the reactants F[C:2]1[C:7]([C:8]#[N:9])=[CH:6][C:5]2[C:10]3([CH2:27][O:28][C:4]=2[CH:3]=1)[C:18]1[C:13](=[CH:14][CH:15]=[CH:16][CH:17]=1)[N:12](CC1C=CC=CN=1)[C:11]3=[O:26].FC1[C:35]([C:36]#[N:37])=[CH:34][C:33]2[C:38]3(COC=2C=1)C1C(=CC=CC=1)[N:40](CC1C=CC=CC=1C(F)(F)F)[C:39]3=O, predict the reaction product. The product is: [N:40]1[CH:39]=[CH:38][CH:33]=[CH:34][C:35]=1[CH2:36][N:37]1[C:2]2[C:7](=[CH:6][C:5]3[C:10]4([C:18]5[C:13](=[CH:14][CH:15]=[CH:16][CH:17]=5)[NH:12][C:11]4=[O:26])[CH2:27][O:28][C:4]=3[CH:3]=2)[CH:8]=[N:9]1. (6) Given the reactants [CH2:1]([O:5][C:6]1[CH:11]=[CH:10][C:9]([CH2:12][CH2:13][CH2:14][OH:15])=[C:8]([O:16][C:17]2[CH:22]=[CH:21][C:20]([C:23]([F:26])([F:25])[F:24])=[CH:19][N:18]=2)[CH:7]=1)[CH2:2][CH2:3][CH3:4].O[C:28]1[C:33]([O:34][CH3:35])=[CH:32][CH:31]=[CH:30][C:29]=1[CH2:36][C:37]([O:39]C)=[O:38].C(P(CCCC)CCCC)CCC.N(C(N1CCCCC1)=O)=NC(N1CCCCC1)=O.O1CCCC1CO.[OH-].[Na+].Cl, predict the reaction product. The product is: [CH2:1]([O:5][C:6]1[CH:11]=[CH:10][C:9]([CH2:12][CH2:13][CH2:14][O:15][C:28]2[C:33]([O:34][CH3:35])=[CH:32][CH:31]=[CH:30][C:29]=2[CH2:36][C:37]([OH:39])=[O:38])=[C:8]([O:16][C:17]2[CH:22]=[CH:21][C:20]([C:23]([F:26])([F:24])[F:25])=[CH:19][N:18]=2)[CH:7]=1)[CH2:2][CH2:3][CH3:4]. (7) Given the reactants [NH2:1][C:2]1[CH:7]=[CH:6][C:5]([C:8]2[CH:13]=[CH:12][CH:11]=[C:10]([Cl:14])[CH:9]=2)=[CH:4][C:3]=1[CH:15]([OH:17])[CH3:16].Cl[C:19](Cl)([O:21]C(=O)OC(Cl)(Cl)Cl)Cl, predict the reaction product. The product is: [Cl:14][C:10]1[CH:9]=[C:8]([C:5]2[CH:6]=[CH:7][C:2]3[NH:1][C:19](=[O:21])[O:17][CH:15]([CH3:16])[C:3]=3[CH:4]=2)[CH:13]=[CH:12][CH:11]=1. (8) Given the reactants [Cl:1][C:2]1[N:7]=[CH:6][C:5]2[C:8](I)=[N:9][N:10]([CH:11]([CH3:13])[CH3:12])[C:4]=2[CH:3]=1.C(=O)([O-])[O-].[K+].[K+].[CH:21]12[O:28][CH:25]([CH2:26][CH2:27]1)[CH2:24][NH:23][CH2:22]2.N1CCC[C@H]1C(O)=O, predict the reaction product. The product is: [Cl:1][C:2]1[N:7]=[CH:6][C:5]2[C:8]([N:23]3[CH2:22][CH:21]4[O:28][CH:25]([CH2:26][CH2:27]4)[CH2:24]3)=[N:9][N:10]([CH:11]([CH3:13])[CH3:12])[C:4]=2[CH:3]=1.